Dataset: Full USPTO retrosynthesis dataset with 1.9M reactions from patents (1976-2016). Task: Predict the reactants needed to synthesize the given product. (1) Given the product [F:1][C:2]([F:44])([F:43])[C:3]1[CH:4]=[C:5]([CH:36]=[C:37]([C:39]([F:42])([F:41])[F:40])[CH:38]=1)[CH2:6][N:7]([CH2:15][C:16]1[CH:17]=[C:18]2[CH:33]=[N:32][N:31]([CH2:34][CH3:35])[C:19]2=[N:20][C:21]=1[N:22]([CH2:27][CH:28]1[CH2:30][CH2:29]1)[CH2:23][CH:24]1[CH2:26][CH2:25]1)[C:8]1[N:13]=[CH:12][C:11]([C:57]2[CH:62]=[CH:61][C:60]([N:51]3[CH2:56][CH2:55][O:54][CH2:53][CH2:52]3)=[CH:59][CH:58]=2)=[CH:10][N:9]=1, predict the reactants needed to synthesize it. The reactants are: [F:1][C:2]([F:44])([F:43])[C:3]1[CH:4]=[C:5]([CH:36]=[C:37]([C:39]([F:42])([F:41])[F:40])[CH:38]=1)[CH2:6][N:7]([CH2:15][C:16]1[CH:17]=[C:18]2[CH:33]=[N:32][N:31]([CH2:34][CH3:35])[C:19]2=[N:20][C:21]=1[N:22]([CH2:27][CH:28]1[CH2:30][CH2:29]1)[CH2:23][CH:24]1[CH2:26][CH2:25]1)[C:8]1[N:13]=[CH:12][C:11](Br)=[CH:10][N:9]=1.CC(C)([O-])C.[Na+].[NH:51]1[CH2:56][CH2:55][O:54][CH2:53][CH2:52]1.[C:57]1(C)[CH:62]=[CH:61][CH:60]=[CH:59][CH:58]=1. (2) Given the product [N:7]1[CH:8]=[CH:9][CH:10]=[C:5]([C@@H:3]2[CH2:2][O:4]2)[CH:6]=1, predict the reactants needed to synthesize it. The reactants are: Cl[CH2:2][C@@H:3]([C:5]1[CH:6]=[N:7][CH:8]=[CH:9][CH:10]=1)[OH:4].C(=O)([O-])[O-].[K+].[K+]. (3) Given the product [CH3:1][O:2][C:3]([C:5]1[N:6]=[C:7]([CH3:10])[O:8][C:9]=1[C:18]1[CH:19]=[CH:20][C:15]([C:14]([O:13][CH2:11][CH3:12])=[O:22])=[CH:16][CH:17]=1)=[O:4], predict the reactants needed to synthesize it. The reactants are: [CH3:1][O:2][C:3]([C:5]1[N:6]=[C:7]([CH3:10])[O:8][CH:9]=1)=[O:4].[CH2:11]([O:13][C:14](=[O:22])[C:15]1[CH:20]=[CH:19][C:18](I)=[CH:17][CH:16]=1)[CH3:12].C(=O)([O-])[O-].[Cs+].[Cs+].C1(C)C=CC=CC=1P(C1C=CC=CC=1C)C1C=CC=CC=1C. (4) Given the product [N:3]1([CH2:8][CH2:9][CH2:10][CH2:11][C:12]2[CH:13]=[CH:14][C:15]([O:18][CH2:20][C:21]3[CH:22]=[CH:23][C:24]([C:27]4[CH:28]=[CH:29][C:30]([C:33]([F:36])([F:34])[F:35])=[CH:31][CH:32]=4)=[N:25][CH:26]=3)=[CH:16][CH:17]=2)[CH:7]=[CH:6][N:5]=[N:4]1, predict the reactants needed to synthesize it. The reactants are: [H-].[Na+].[N:3]1([CH2:8][CH2:9][CH2:10][CH2:11][C:12]2[CH:17]=[CH:16][C:15]([OH:18])=[CH:14][CH:13]=2)[CH:7]=[CH:6][N:5]=[N:4]1.Cl[CH2:20][C:21]1[CH:22]=[CH:23][C:24]([C:27]2[CH:32]=[CH:31][C:30]([C:33]([F:36])([F:35])[F:34])=[CH:29][CH:28]=2)=[N:25][CH:26]=1.O. (5) Given the product [N:22]1([C:2]2[N:7]=[CH:6][C:5]([N:8]3[CH2:14][CH2:13][CH2:12][N:11]([C:15]([O:17][C:18]([CH3:21])([CH3:20])[CH3:19])=[O:16])[CH2:10][CH2:9]3)=[CH:4][CH:3]=2)[CH2:26][CH2:25][CH2:24][CH2:23]1, predict the reactants needed to synthesize it. The reactants are: Br[C:2]1[N:7]=[CH:6][C:5]([N:8]2[CH2:14][CH2:13][CH2:12][N:11]([C:15]([O:17][C:18]([CH3:21])([CH3:20])[CH3:19])=[O:16])[CH2:10][CH2:9]2)=[CH:4][CH:3]=1.[NH:22]1[CH2:26][CH2:25][CH2:24][CH2:23]1.CC(C)([O-])C.[K+].COCCOC. (6) Given the product [CH2:46]([O:45][C:43]([CH:42]1[CH2:48][CH2:49][N:39]([C:3]2[C:2]([Cl:1])=[CH:33][C:6]([C:7](=[O:8])[NH:9][C:10]3[S:11][C:12]([N:21]4[CH2:26][CH2:25][N:24]([CH:27]5[CH2:32][CH2:31][CH2:30][CH2:29][CH2:28]5)[CH2:23][CH2:22]4)=[C:13]([C:15]4[S:16][CH:17]=[C:18]([Cl:20])[CH:19]=4)[N:14]=3)=[CH:5][N:4]=2)[CH2:40][CH2:41]1)=[O:44])[CH3:47], predict the reactants needed to synthesize it. The reactants are: [Cl:1][C:2]1[C:3](Cl)=[N:4][CH:5]=[C:6]([CH:33]=1)[C:7]([NH:9][C:10]1[S:11][C:12]([N:21]2[CH2:26][CH2:25][N:24]([CH:27]3[CH2:32][CH2:31][CH2:30][CH2:29][CH2:28]3)[CH2:23][CH2:22]2)=[C:13]([C:15]2[S:16][CH:17]=[C:18]([Cl:20])[CH:19]=2)[N:14]=1)=[O:8].C(Cl)(Cl)Cl.[NH:39]1[CH2:49][CH2:48][CH:42]([C:43]([O:45][CH2:46][CH3:47])=[O:44])[CH2:41][CH2:40]1. (7) Given the product [CH2:2]([N:12]1[CH2:17][CH2:16][C:15](=[O:20])[CH2:14][CH2:13]1)[CH2:3][C:4]1[CH:9]=[CH:8][CH:7]=[CH:6][CH:5]=1, predict the reactants needed to synthesize it. The reactants are: Br[CH2:2][CH2:3][C:4]1[CH:9]=[CH:8][CH:7]=[CH:6][CH:5]=1.Cl.O.[NH:12]1[CH2:17][CH2:16][CH2:15][CH2:14][C:13]1=O.C(=O)([O-])[O-:20].[Cs+].[Cs+].